This data is from Full USPTO retrosynthesis dataset with 1.9M reactions from patents (1976-2016). The task is: Predict the reactants needed to synthesize the given product. Given the product [CH3:8][C:4]1[N:3]2[C:18]([NH:17][C:10]([CH3:16])([CH3:9])[CH2:11][C:12]([CH3:15])([CH3:14])[CH3:13])=[C:33]([C:30]3[C:29]4[C:24]([C:23]5[CH:22]=[CH:21][CH:20]=[CH:19][C:32]=5[CH:31]=3)=[CH:25][CH:26]=[CH:27][CH:28]=4)[N:1]=[C:2]2[CH:7]=[CH:6][CH:5]=1, predict the reactants needed to synthesize it. The reactants are: [NH2:1][C:2]1[CH:7]=[CH:6][CH:5]=[C:4]([CH3:8])[N:3]=1.[CH3:9][C:10]([N+:17]#[C-:18])([CH3:16])[CH2:11][C:12]([CH3:15])([CH3:14])[CH3:13].[CH:19]1[C:32]2[CH:31]=[C:30]([CH:33]=O)[C:29]3[C:24](=[CH:25][CH:26]=[CH:27][CH:28]=3)[C:23]=2[CH:22]=[CH:21][CH:20]=1.